This data is from Forward reaction prediction with 1.9M reactions from USPTO patents (1976-2016). The task is: Predict the product of the given reaction. (1) Given the reactants [CH:1]1([C@H:7]2[CH2:11][N:10](C(OC(C)(C)C)=O)[C@H:9]([C@H:19]([C:21]3[C:26]([Cl:27])=[CH:25][N:24]=[CH:23][C:22]=3[Cl:28])[OH:20])[CH2:8]2)[CH2:6][CH2:5][CH2:4][CH2:3][CH2:2]1.N1CCCC1.[C:34]([OH:40])([C:36]([F:39])([F:38])[F:37])=[O:35], predict the reaction product. The product is: [F:37][C:36]([F:39])([F:38])[C:34]([OH:40])=[O:35].[CH:1]1([C@H:7]2[CH2:11][NH:10][C@H:9]([C@H:19]([C:21]3[C:26]([Cl:27])=[CH:25][N:24]=[CH:23][C:22]=3[Cl:28])[OH:20])[CH2:8]2)[CH2:2][CH2:3][CH2:4][CH2:5][CH2:6]1. (2) Given the reactants [H-].[Na+].[N+:3]([C:6]1[CH:7]=[C:8]([CH:11]=[CH:12][C:13]=1[NH:14][C:15]1[CH:24]=[CH:23][C:22]2[C:21]([CH3:26])([CH3:25])[CH2:20][CH2:19][C:18]([CH3:28])([CH3:27])[C:17]=2[CH:16]=1)[C:9]#[N:10])([O-:5])=[O:4].[CH3:29]N(C=O)C, predict the reaction product. The product is: [CH3:29][N:14]([C:15]1[CH:24]=[CH:23][C:22]2[C:21]([CH3:26])([CH3:25])[CH2:20][CH2:19][C:18]([CH3:28])([CH3:27])[C:17]=2[CH:16]=1)[C:13]1[CH:12]=[CH:11][C:8]([C:9]#[N:10])=[CH:7][C:6]=1[N+:3]([O-:5])=[O:4]. (3) Given the reactants [CH2:1]([O:3][P:4]([C:9]1[O:13][C:12]([CH:14]=O)=[CH:11][CH:10]=1)([O:6][CH2:7][CH3:8])=[O:5])[CH3:2].[NH2:16][OH:17].C([O-])(=O)C.[Na+], predict the reaction product. The product is: [CH2:1]([O:3][P:4]([C:9]1[O:13][C:12]([CH:14]=[N:16][OH:17])=[CH:11][CH:10]=1)([O:6][CH2:7][CH3:8])=[O:5])[CH3:2]. (4) Given the reactants C1(C2CCC3C(=CC=C(OC4N=CC(N[S:25]([CH3:28])(=[O:27])=[O:26])=CC=4)C=3)O2)C=CC=CC=1.[F:29][C:30]1[CH:35]=[C:34]([F:36])[CH:33]=[CH:32][C:31]=1[CH:37]1[CH2:46][CH2:45][C:44]2[C:39](=[CH:40][CH:41]=[C:42]([O:47][C:48]3[N:53]=[CH:52][C:51]([NH2:54])=[CH:50][CH:49]=3)[CH:43]=2)[O:38]1, predict the reaction product. The product is: [F:29][C:30]1[CH:35]=[C:34]([F:36])[CH:33]=[CH:32][C:31]=1[CH:37]1[CH2:46][CH2:45][C:44]2[C:39](=[CH:40][CH:41]=[C:42]([O:47][C:48]3[N:53]=[CH:52][C:51]([NH:54][S:25]([CH3:28])(=[O:27])=[O:26])=[CH:50][CH:49]=3)[CH:43]=2)[O:38]1.